From a dataset of Catalyst prediction with 721,799 reactions and 888 catalyst types from USPTO. Predict which catalyst facilitates the given reaction. Reactant: [F:1][C:2]1[C:3]([C:19]#[N:20])=[N:4][CH:5]=[C:6]([F:18])[C:7]=1[C:8]1[CH:9]=[N:10][C:11]([C:14]([F:17])([F:16])[F:15])=[CH:12][CH:13]=1.Cl.[H][H]. Product: [F:1][C:2]1[C:3]([CH2:19][NH2:20])=[N:4][CH:5]=[C:6]([F:18])[C:7]=1[C:8]1[CH:9]=[N:10][C:11]([C:14]([F:15])([F:16])[F:17])=[CH:12][CH:13]=1. The catalyst class is: 43.